The task is: Predict the reactants needed to synthesize the given product.. This data is from Full USPTO retrosynthesis dataset with 1.9M reactions from patents (1976-2016). (1) Given the product [C:17]([OH:21])(=[O:20])[CH:18]=[CH2:19].[NH2:10][C:11]([O:25][CH2:22][CH3:23])=[O:12], predict the reactants needed to synthesize it. The reactants are: CC1(C)CC(C[N:10]=[C:11]=[O:12])(C)CC(N=C=O)C1.[C:17]([O-:21])(=[O:20])[CH:18]=[CH2:19].[CH2:22]([OH:25])[CH2:23]O. (2) Given the product [CH2:47]([C:34]([OH:35])([CH2:40][CH3:41])[CH2:33][O:32][C@H:30]1[CH2:29][C@H:28]([N:18]2[C:17](=[O:39])[C:16]([CH2:15][C:12]3[CH:13]=[CH:14][C:9]([C:4]4[C:3]([C:1]#[N:2])=[CH:8][CH:7]=[CH:6][CH:5]=4)=[CH:10][CH:11]=3)=[C:21]([CH2:22][CH2:23][CH3:24])[N:20]3[N:25]=[CH:26][N:27]=[C:19]23)[CH2:31]1)[CH3:48], predict the reactants needed to synthesize it. The reactants are: [C:1]([C:3]1[CH:8]=[CH:7][CH:6]=[CH:5][C:4]=1[C:9]1[CH:14]=[CH:13][C:12]([CH2:15][C:16]2[C:17](=[O:39])[N:18]([C@H:28]3[CH2:31][C@H:30]([O:32][CH2:33][C:34](OCC)=[O:35])[CH2:29]3)[C:19]3[N:20]([N:25]=[CH:26][N:27]=3)[C:21]=2[CH2:22][CH2:23][CH3:24])=[CH:11][CH:10]=1)#[N:2].[CH2:40]([Mg]Br)[CH3:41].[Cl-].[NH4+].O1CC[CH2:48][CH2:47]1. (3) Given the product [ClH:1].[NH2:18][CH2:17][C@H:2]1[CH2:3][CH2:4][C@H:5]([CH2:8][NH:9][C:10](=[O:16])[O:11][CH2:12][CH3:13])[CH2:6][CH2:7]1, predict the reactants needed to synthesize it. The reactants are: [ClH:1].[C@H:2]1([CH2:17][NH:18]C(=O)OCC)[CH2:7][CH2:6][C@H:5]([CH2:8][NH:9][C:10](=[O:16])[O:11][C:12](C)(C)[CH3:13])[CH2:4][CH2:3]1. (4) Given the product [F:53][C:54]1[CH:60]=[CH:59][C:57]([NH:58][C:23](=[O:25])[CH2:22][N:19]2[C:14]3[C:15](=[O:18])[N:16]([CH3:17])[C:11]([CH:6]([OH:5])[C:7]([O:9][CH3:10])=[O:8])=[C:12]([C:30]4[CH:31]=[CH:32][C:33]([CH3:36])=[CH:34][CH:35]=4)[C:13]=3[CH:21]=[CH:20]2)=[CH:56][CH:55]=1, predict the reactants needed to synthesize it. The reactants are: C([O:5][CH:6]([C:11]1[N:16]([CH3:17])[C:15](=[O:18])[C:14]2[N:19]([CH2:22][C:23]([O:25]C(C)(C)C)=O)[CH:20]=[CH:21][C:13]=2[C:12]=1[C:30]1[CH:35]=[CH:34][C:33]([CH3:36])=[CH:32][CH:31]=1)[C:7]([O:9][CH3:10])=[O:8])(C)(C)C.C(O)(C(F)(F)F)=O.C(OC(C)(C)C)(C)(C)C.[F:53][C:54]1[CH:60]=[CH:59][C:57]([NH2:58])=[CH:56][CH:55]=1.CCN(C(C)C)C(C)C.CN(C(ON1N=NC2C=CC=NC1=2)=[N+](C)C)C.F[P-](F)(F)(F)(F)F.